This data is from Peptide-MHC class I binding affinity with 185,985 pairs from IEDB/IMGT. The task is: Regression. Given a peptide amino acid sequence and an MHC pseudo amino acid sequence, predict their binding affinity value. This is MHC class I binding data. (1) The peptide sequence is WGLVMGHQR. The MHC is Patr-A0401 with pseudo-sequence Patr-A0401. The binding affinity (normalized) is 0.340. (2) The peptide sequence is TQDLFLPFY. The MHC is HLA-A29:02 with pseudo-sequence HLA-A29:02. The binding affinity (normalized) is 0.440. (3) The MHC is HLA-B07:02 with pseudo-sequence HLA-B07:02. The peptide sequence is EPVVKDKIKL. The binding affinity (normalized) is 0.0428.